This data is from Reaction yield outcomes from USPTO patents with 853,638 reactions. The task is: Predict the reaction yield, written as a fraction of the theoretical maximum amount of product (1.0 means a 100% yield; for example, 0.34 means a 34% yield). (1) The yield is 0.160. The reactants are ClC1N=C(Cl)N=C(Cl)N=1.O[N:11]=[C:12]1[C:35]2[C:30](=[CH:31][CH:32]=[CH:33][CH:34]=2)[C:14]2([CH2:19][CH2:18][N:17]([C:20]([O:22][CH2:23][C:24]3[CH:29]=[CH:28][CH:27]=[CH:26][CH:25]=3)=[O:21])[CH2:16][CH2:15]2)[CH2:13]1.[OH2:36]. The product is [O:36]=[C:12]1[CH2:13][C:14]2([CH2:15][CH2:16][N:17]([C:20]([O:22][CH2:23][C:24]3[CH:29]=[CH:28][CH:27]=[CH:26][CH:25]=3)=[O:21])[CH2:18][CH2:19]2)[C:30]2[C:31](=[CH:32][CH:33]=[CH:34][CH:35]=2)[NH:11]1. The catalyst is CN(C=O)C. (2) The reactants are [Br:1][C:2]1[CH:8]=[C:7]([O:9][CH3:10])[CH:6]=[CH:5][C:3]=1[NH2:4].[C:11]([C:17]([O:19][CH3:20])=[O:18])#[C:12][C:13]([O:15][CH3:16])=[O:14].C(O)C. The catalyst is CO. The product is [CH3:16][O:15][C:13](=[O:14])[C:12]([NH:4][C:3]1[CH:5]=[CH:6][C:7]([O:9][CH3:10])=[CH:8][C:2]=1[Br:1])=[CH:11][C:17]([O:19][CH3:20])=[O:18]. The yield is 0.930. (3) The reactants are [CH3:1][O:2][C:3]1[CH:8]=[CH:7][C:6]([C:9]2[N:14]3[N:15]=[C:16](N)[N:17]=[C:13]3[CH:12]=[CH:11][CH:10]=2)=[CH:5][CH:4]=1.C1(C)C=CC(S(O)(=O)=O)=CC=1.[I-:30].[K+].N([O-])=O.[Na+]. The catalyst is C(#N)C.O.C(OCC)(=O)C. The product is [I:30][C:16]1[N:17]=[C:13]2[CH:12]=[CH:11][CH:10]=[C:9]([C:6]3[CH:7]=[CH:8][C:3]([O:2][CH3:1])=[CH:4][CH:5]=3)[N:14]2[N:15]=1. The yield is 0.710.